From a dataset of Forward reaction prediction with 1.9M reactions from USPTO patents (1976-2016). Predict the product of the given reaction. (1) The product is: [CH3:1][C:2]1[N:3]=[C:4]([C:12]2[CH:17]=[CH:16][CH:15]=[C:14]([C:18]([F:21])([F:19])[F:20])[CH:13]=2)[N:5]2[C:10]=1[CH:9]=[N:8][C:7]([NH:11][C:23]1[CH:28]=[CH:27][C:26]([S:29]([NH2:32])(=[O:31])=[O:30])=[CH:25][CH:24]=1)=[N:6]2. Given the reactants [CH3:1][C:2]1[N:3]=[C:4]([C:12]2[CH:17]=[CH:16][CH:15]=[C:14]([C:18]([F:21])([F:20])[F:19])[CH:13]=2)[N:5]2[C:10]=1[CH:9]=[N:8][C:7]([NH2:11])=[N:6]2.Br[C:23]1[CH:28]=[CH:27][C:26]([S:29]([NH2:32])(=[O:31])=[O:30])=[CH:25][CH:24]=1.C(P(C(C)(C)C)C1C=CC=CC=1C1C=CC=CC=1)(C)(C)C.CC([O-])(C)C.[Na+], predict the reaction product. (2) Given the reactants Br[C:2]1[CH:3]=[CH:4][C:5]2[N:6]([CH3:15])[C:7]3[C:12]([C:13]=2[CH:14]=1)=[CH:11][CH:10]=[CH:9][CH:8]=3.[NH:16]1[CH:20]=[CH:19][N:18]=[CH:17]1.C(=O)([O-])[O-].[K+].[K+], predict the reaction product. The product is: [CH3:15][N:6]1[C:5]2[CH:4]=[CH:3][C:2]([N:16]3[CH:20]=[CH:19][NH:18][CH2:17]3)=[CH:14][C:13]=2[C:12]2[C:7]1=[CH:8][CH:9]=[CH:10][CH:11]=2. (3) Given the reactants C(Cl)(=O)C(Cl)=O.[O:7]=[C:8]([C:12]1[S:13][CH:14]=[CH:15][CH:16]=1)[C:9]([OH:11])=[O:10].[N:17]12[CH2:24][CH2:23][CH:20]([CH2:21][CH2:22]1)[C@@H:19](O)[CH2:18]2, predict the reaction product. The product is: [N:17]12[CH2:24][CH2:23][CH:20]([CH2:21][CH2:22]1)[C@@H:19]([O:10][C:9](=[O:11])[C:8](=[O:7])[C:12]1[S:13][CH:14]=[CH:15][CH:16]=1)[CH2:18]2. (4) Given the reactants [CH3:1][O:2][C:3]1[N:8]=[C:7]([NH2:9])[C:6]([N+:10]([O-:12])=[O:11])=[CH:5][CH:4]=1.[I:13]N1C(=O)CCC1=O, predict the reaction product. The product is: [I:13][C:4]1[CH:5]=[C:6]([N+:10]([O-:12])=[O:11])[C:7]([NH2:9])=[N:8][C:3]=1[O:2][CH3:1]. (5) Given the reactants [OH:1][CH2:2][C:3]1[CH:8]=[C:7]([C:9]([O:11][CH3:12])=[O:10])[CH:6]=[CH:5][N:4]=1, predict the reaction product. The product is: [CH:2]([C:3]1[CH:8]=[C:7]([C:9]([O:11][CH3:12])=[O:10])[CH:6]=[CH:5][N:4]=1)=[O:1]. (6) Given the reactants Br[C:2]1[N:7]=[C:6]([NH:8][CH2:9][CH:10]2[CH2:15][O:14][C:13]([CH3:17])([CH3:16])[CH2:12][O:11]2)[CH:5]=[CH:4][CH:3]=1.[Cl:18][C:19]1[C:20](B(O)O)=[CH:21][C:22]([F:25])=[N:23][CH:24]=1.C(=O)([O-])[O-].[Na+].[Na+], predict the reaction product. The product is: [Cl:18][C:19]1[C:20]([C:2]2[CH:3]=[CH:4][CH:5]=[C:6]([NH:8][CH2:9][CH:10]3[CH2:15][O:14][C:13]([CH3:17])([CH3:16])[CH2:12][O:11]3)[N:7]=2)=[CH:21][C:22]([F:25])=[N:23][CH:24]=1.